Dataset: Reaction yield outcomes from USPTO patents with 853,638 reactions. Task: Predict the reaction yield, written as a fraction of the theoretical maximum amount of product (1.0 means a 100% yield; for example, 0.34 means a 34% yield). The reactants are [N+:1]([C:4]1[CH:5]=[C:6]([OH:10])[CH:7]=[CH:8][CH:9]=1)([O-:3])=[O:2].[Br:11][C:12]1[CH:19]=[CH:18][C:15]([CH2:16]Br)=[CH:14][CH:13]=1. No catalyst specified. The product is [Br:11][C:12]1[CH:19]=[CH:18][C:15]([CH2:16][O:10][C:6]2[CH:7]=[CH:8][CH:9]=[C:4]([N+:1]([O-:3])=[O:2])[CH:5]=2)=[CH:14][CH:13]=1. The yield is 0.970.